Dataset: Forward reaction prediction with 1.9M reactions from USPTO patents (1976-2016). Task: Predict the product of the given reaction. (1) Given the reactants [CH3:1][N:2]1[CH2:7][CH2:6][N:5]([C:8]2[N:13]=[CH:12][C:11]([NH2:14])=[CH:10][CH:9]=2)[CH2:4][CH2:3]1.[CH3:15][C:16]1[CH:21]=[CH:20][CH:19]=[C:18]([CH3:22])[C:17]=1[C:23]1[C:32]2[N:31]=[CH:30][CH:29]=[N:28][C:27]=2[C:26]([C:33](O)=[O:34])=[CH:25][CH:24]=1, predict the reaction product. The product is: [CH3:1][N:2]1[CH2:7][CH2:6][N:5]([C:8]2[N:13]=[CH:12][C:11]([NH:14][C:33]([C:26]3[C:27]4[N:28]=[CH:29][CH:30]=[N:31][C:32]=4[C:23]([C:17]4[C:18]([CH3:22])=[CH:19][CH:20]=[CH:21][C:16]=4[CH3:15])=[CH:24][CH:25]=3)=[O:34])=[CH:10][CH:9]=2)[CH2:4][CH2:3]1. (2) Given the reactants [CH2:1]([C:5]1[C:9]([CH2:10]O)=[C:8]([CH3:12])[O:7][N:6]=1)[CH2:2][CH2:3][CH3:4].S(Cl)([Cl:15])=O, predict the reaction product. The product is: [CH2:1]([C:5]1[C:9]([CH2:10][Cl:15])=[C:8]([CH3:12])[O:7][N:6]=1)[CH2:2][CH2:3][CH3:4]. (3) Given the reactants CO[C:3](=[O:18])[CH2:4][NH:5][C:6]([NH:8][C:9]1[CH:14]=[CH:13][CH:12]=[C:11]([N+:15]([O-])=O)[CH:10]=1)=[O:7], predict the reaction product. The product is: [NH2:15][C:11]1[CH:10]=[C:9]([N:8]2[C:3](=[O:18])[CH2:4][NH:5][C:6]2=[O:7])[CH:14]=[CH:13][CH:12]=1.